This data is from Forward reaction prediction with 1.9M reactions from USPTO patents (1976-2016). The task is: Predict the product of the given reaction. (1) The product is: [CH2:36]([N:32]1[C@H:33]([CH3:35])[CH2:34][N:29]([C@@H:21]([C:22]2[CH:27]=[CH:26][CH:25]=[C:24]([OH:28])[CH:23]=2)[C:17]2[CH:16]=[C:15]([CH:20]=[CH:19][CH:18]=2)[C:14]([N:10]2[CH2:11][CH2:12][CH2:13][N:7]([CH2:6][CH2:5][C:4]([OH:45])=[O:3])[CH2:8][CH2:9]2)=[O:44])[C@@H:30]([CH3:43])[CH2:31]1)[C:37]1[CH:38]=[CH:39][CH:40]=[CH:41][CH:42]=1. Given the reactants C([O:3][C:4](=[O:45])[CH2:5][CH2:6][N:7]1[CH2:13][CH2:12][CH2:11][N:10]([C:14](=[O:44])[C:15]2[CH:20]=[CH:19][CH:18]=[C:17]([C@@H:21]([N:29]3[CH2:34][C@@H:33]([CH3:35])[N:32]([CH2:36][C:37]4[CH:42]=[CH:41][CH:40]=[CH:39][CH:38]=4)[CH2:31][C@@H:30]3[CH3:43])[C:22]3[CH:27]=[CH:26][CH:25]=[C:24]([OH:28])[CH:23]=3)[CH:16]=2)[CH2:9][CH2:8]1)C.[OH-].[Na+].Cl, predict the reaction product. (2) Given the reactants [CH3:1][C:2]1[C:3]([CH2:12][CH2:13][C:14](O)=O)=[N:4][C:5]2[C:10]([N:11]=1)=[CH:9][CH:8]=[CH:7][CH:6]=2.[C:17]1([NH2:24])[C:18]([NH2:23])=[CH:19][CH:20]=[CH:21][CH:22]=1.C([O-])([O-])=O.[Na+].[Na+], predict the reaction product. The product is: [NH:23]1[C:18]2[CH:19]=[CH:20][CH:21]=[CH:22][C:17]=2[N:24]=[C:14]1[CH2:13][CH2:12][C:3]1[C:2]([CH3:1])=[N:11][C:10]2[C:5](=[CH:6][CH:7]=[CH:8][CH:9]=2)[N:4]=1. (3) Given the reactants [O:1]=[C:2]1[C:10]2([C:14]3=[CH:15][C:16]4[O:20][CH2:19][O:18][C:17]=4[CH:21]=[C:13]3[O:12][CH2:11]2)[C:9]2[C:4](=[CH:5][CH:6]=[CH:7][CH:8]=2)[N:3]1[CH2:22][C:23]1[CH:24]=[C:25]([CH:30]=[CH:31][CH:32]=1)[C:26]([O:28]C)=[O:27].O=C1C2(C3=CC4OCOC=4C=C3OC2)C2C(=CC=CC=2)N1CC1C=CC=CC=1C(OC)=O, predict the reaction product. The product is: [O:1]=[C:2]1[C:10]2([C:14]3=[CH:15][C:16]4[O:20][CH2:19][O:18][C:17]=4[CH:21]=[C:13]3[O:12][CH2:11]2)[C:9]2[C:4](=[CH:5][CH:6]=[CH:7][CH:8]=2)[N:3]1[CH2:22][C:23]1[CH:24]=[C:25]([CH:30]=[CH:31][CH:32]=1)[C:26]([OH:28])=[O:27]. (4) The product is: [Cl:1][C:2]1[C:3]([C:14]2[CH:19]=[C:18]([Cl:20])[CH:17]=[CH:16][C:15]=2[CH:21]([F:22])[F:23])=[CH:4][C:5](=[O:13])[N:6]([CH:8]([CH3:12])[C:9]([NH:24][C:25]2[CH:37]=[CH:36][C:28]([C:29]([O:31][C:32]([CH3:33])([CH3:34])[CH3:35])=[O:30])=[CH:27][CH:26]=2)=[O:11])[CH:7]=1. Given the reactants [Cl:1][C:2]1[C:3]([C:14]2[CH:19]=[C:18]([Cl:20])[CH:17]=[CH:16][C:15]=2[CH:21]([F:23])[F:22])=[CH:4][C:5](=[O:13])[N:6]([CH:8]([CH3:12])[C:9]([OH:11])=O)[CH:7]=1.[NH2:24][C:25]1[CH:37]=[CH:36][C:28]([C:29]([O:31][C:32]([CH3:35])([CH3:34])[CH3:33])=[O:30])=[CH:27][CH:26]=1, predict the reaction product.